Task: Regression/Classification. Given a drug SMILES string, predict its absorption, distribution, metabolism, or excretion properties. Task type varies by dataset: regression for continuous measurements (e.g., permeability, clearance, half-life) or binary classification for categorical outcomes (e.g., BBB penetration, CYP inhibition). Dataset: cyp2c19_veith.. Dataset: CYP2C19 inhibition data for predicting drug metabolism from PubChem BioAssay (1) The drug is CS(=O)(=O)N(Cc1cc2ccccc2[nH]c1=O)C1CCCCC1. The result is 1 (inhibitor). (2) The molecule is CC(C)CO/N=C1/C[C@@H](O)[C@@H](O)[C@@H]2[C@@H]3C(=O)N(C4CCCCC4)C(=O)[C@H]3CC[C@@H]12. The result is 0 (non-inhibitor).